From a dataset of Full USPTO retrosynthesis dataset with 1.9M reactions from patents (1976-2016). Predict the reactants needed to synthesize the given product. (1) Given the product [F:26][C:24]([F:27])([F:25])[C:22]1[CH:21]=[C:5]([CH:4]=[C:3]([C:2]([F:29])([F:28])[F:1])[CH:23]=1)[CH2:6][N:7]1[C:11]([C:12]2[CH:17]=[CH:16][CH:15]=[CH:14][CH:13]=2)=[C:10]([C:18]([N:38]2[CH2:39][CH2:40][CH2:41][CH:37]2[C:32]2[CH:33]=[CH:34][CH:35]=[CH:36][C:31]=2[Cl:30])=[O:19])[N:9]=[N:8]1, predict the reactants needed to synthesize it. The reactants are: [F:1][C:2]([F:29])([F:28])[C:3]1[CH:4]=[C:5]([CH:21]=[C:22]([C:24]([F:27])([F:26])[F:25])[CH:23]=1)[CH2:6][N:7]1[C:11]([C:12]2[CH:17]=[CH:16][CH:15]=[CH:14][CH:13]=2)=[C:10]([C:18](O)=[O:19])[N:9]=[N:8]1.[Cl:30][C:31]1[CH:36]=[CH:35][CH:34]=[CH:33][C:32]=1[CH:37]1[CH2:41][CH2:40][CH2:39][NH:38]1.C1C=CC2N(O)N=NC=2C=1.C(N(CC)CC)C.CCN=C=NCCCN(C)C. (2) Given the product [NH2:84][C:25](=[O:26])[CH2:24][C:19]1[CH:20]=[CH:21][CH:22]=[CH:23][C:18]=1[CH2:17][CH2:16][C:14]1[C:13]([C:29]([F:32])([F:31])[F:30])=[CH:12][N:11]=[C:10]([NH:9][C:8]2[CH:7]=[CH:6][C:5]([CH:33]3[CH2:38][CH2:37][N:36]([C:39]([O:41][C:42]([CH3:45])([CH3:44])[CH3:43])=[O:40])[CH2:35][CH2:34]3)=[CH:4][C:3]=2[O:83][CH3:80])[N:15]=1, predict the reactants needed to synthesize it. The reactants are: CO[C:3]1[CH:4]=[C:5]([CH:33]2[CH2:38][CH2:37][N:36]([C:39]([O:41][C:42]([CH3:45])([CH3:44])[CH3:43])=[O:40])[CH2:35][CH2:34]2)[CH:6]=[CH:7][C:8]=1[NH:9][C:10]1[N:15]=[C:14]([CH2:16][CH2:17][C:18]2[CH:23]=[CH:22][CH:21]=[CH:20][C:19]=2[CH2:24][C:25](OC)=[O:26])[C:13]([C:29]([F:32])([F:31])[F:30])=[CH:12][N:11]=1.O.[OH-].[Li+].C1C=CC2N(O)N=NC=2C=1.CCN=C=NCCCN(C)C.Cl.CCN(C(C)C)C(C)C.[C:80](=[O:83])([O-])[O-].[NH4+:84].[NH4+].C(=O)(O)[O-].[Na+]. (3) Given the product [N:30]([CH2:7][CH2:8][O:9][CH2:10][CH2:11][N:12]([CH:20]([CH3:22])[CH3:21])[C:13](=[O:19])[O:14][C:15]([CH3:18])([CH3:17])[CH3:16])=[N+:31]=[N-:32], predict the reactants needed to synthesize it. The reactants are: CS(Cl)(=O)=O.O[CH2:7][CH2:8][O:9][CH2:10][CH2:11][N:12]([CH:20]([CH3:22])[CH3:21])[C:13](=[O:19])[O:14][C:15]([CH3:18])([CH3:17])[CH3:16].C(N(CC)CC)C.[N-:30]=[N+:31]=[N-:32].[Na+].